Dataset: Full USPTO retrosynthesis dataset with 1.9M reactions from patents (1976-2016). Task: Predict the reactants needed to synthesize the given product. (1) Given the product [CH3:27][N:28]1[C:29]2[C:1](=[CH:3][CH:6]=[CH:11][C:10]=2[CH3:12])[CH:2]=[C:30]1[C:13]1[N:8]2[N:9]=[C:10]([CH3:12])[CH:11]=[C:6]([CH:3]([CH2:4][CH3:5])[CH2:1][CH3:2])[C:7]2=[N:15][C:14]=1[CH3:16], predict the reactants needed to synthesize it. The reactants are: [CH2:1]([CH:3]([C:6]1[C:7]2[N:8]([C:13](C3C4C(=C(C)C=CC=4)NC=3)=[C:14]([CH3:16])[N:15]=2)[N:9]=[C:10]([CH3:12])[CH:11]=1)[CH2:4][CH3:5])[CH3:2].[CH3:27][N:28]([CH:30]=O)[CH3:29].[H-].[Na+].CI. (2) Given the product [Br:19][C:16]1[CH:17]=[CH:18][C:13]([NH:1][C:2]2[C:3]3[CH:4]=[CH:5][N:6]=[CH:7][C:8]=3[CH:9]=[CH:10][CH:11]=2)=[N:14][CH:15]=1, predict the reactants needed to synthesize it. The reactants are: [NH2:1][C:2]1[CH:11]=[CH:10][CH:9]=[C:8]2[C:3]=1[CH:4]=[CH:5][N:6]=[CH:7]2.Br[C:13]1[CH:18]=[CH:17][C:16]([Br:19])=[CH:15][N:14]=1.CC(C)([O-])C.[Na+]. (3) Given the product [F:19][C:18]([F:21])([F:20])[C:17]([OH:22])=[O:24].[CH3:23][O:24][C:25]1[CH:26]=[N:27][C:28]2[CH:29]=[C:30]3[CH2:39][CH2:38][NH:37][CH2:36][CH2:35][C:31]3=[CH:32][C:33]=2[N:34]=1, predict the reactants needed to synthesize it. The reactants are: ClC1C=NC2C=C3CCN([C:17](=[O:22])[C:18]([F:21])([F:20])[F:19])CCC3=CC=2N=1.[CH3:23][O:24][C:25]1[CH:26]=[N:27][C:28]2[CH:29]=[C:30]3[CH2:39][CH2:38][NH:37][CH2:36][CH2:35][C:31]3=[CH:32][C:33]=2[N:34]=1.C(=O)([O-])[O-].[K+].[K+]. (4) Given the product [ClH:1].[O:2]1[C:7]2=[CH:8][N:9]=[C:10]([CH2:12][NH:13][CH:14]3[CH2:19][CH2:18][N:17]([CH2:20][CH2:21][N:22]4[C:31]5[C:26](=[N:27][CH:28]=[C:29]([O:42][CH3:40])[CH:30]=5)[CH:25]=[CH:24][C:23]4=[O:33])[CH2:16][CH2:15]3)[CH:11]=[C:6]2[CH2:5][CH2:4][CH2:3]1, predict the reactants needed to synthesize it. The reactants are: [ClH:1].[O:2]1[C:7]2=[CH:8][N:9]=[C:10]([CH2:12][NH:13][CH:14]3[CH2:19][CH2:18][N:17]([CH2:20][CH2:21][N:22]4[C:31]5[C:26](=[N:27][CH:28]=[C:29](F)[CH:30]=5)[CH:25]=[CH:24][C:23]4=[O:33])[CH2:16][CH2:15]3)[CH:11]=[C:6]2[CH2:5][CH2:4][CH2:3]1.C[O-].[Na+].CO.O.[C:40](OCC)(=[O:42])C. (5) Given the product [CH3:25][O:26][C:27](=[O:28])[CH2:29][O:30][C:31]1[CH:36]=[CH:35][C:34]([C:37]#[C:38][C:2]2[CH:3]=[CH:4][C:5]([O:23][CH3:24])=[C:6](/[CH:8]=[CH:9]/[C:10]3[NH:11][CH:12]=[C:13]([C:15]4[CH:20]=[CH:19][C:18]([Cl:21])=[CH:17][C:16]=4[Cl:22])[N:14]=3)[CH:7]=2)=[CH:33][CH:32]=1, predict the reactants needed to synthesize it. The reactants are: Br[C:2]1[CH:3]=[CH:4][C:5]([O:23][CH3:24])=[C:6](/[CH:8]=[CH:9]/[C:10]2[NH:11][CH:12]=[C:13]([C:15]3[CH:20]=[CH:19][C:18]([Cl:21])=[CH:17][C:16]=3[Cl:22])[N:14]=2)[CH:7]=1.[CH3:25][O:26][C:27]([CH2:29][O:30][C:31]1[CH:36]=[CH:35][C:34]([C:37]#[CH:38])=[CH:33][CH:32]=1)=[O:28]. (6) Given the product [CH2:17]([C:2]1([OH:1])[CH2:3][CH2:4][N:5]([C:8]([O:10][C:11]([CH3:14])([CH3:13])[CH3:12])=[O:9])[CH2:6][CH2:7]1)[CH:16]=[CH2:15], predict the reactants needed to synthesize it. The reactants are: [O:1]=[C:2]1[CH2:7][CH2:6][N:5]([C:8]([O:10][C:11]([CH3:14])([CH3:13])[CH3:12])=[O:9])[CH2:4][CH2:3]1.[CH2:15](Br)[CH:16]=[CH2:17].[Cl-].[NH4+].OS(O)(=O)=O. (7) The reactants are: N(OC(C)(C)C)=O.N[C:9]1[N:13]([CH2:14][CH:15]([CH3:17])[CH3:16])[C:12]([CH2:18][CH2:19][CH2:20][CH3:21])=[N:11][C:10]=1[C:22]#[N:23].C(Br)(Br)[Br:25]. Given the product [Br:25][C:9]1[N:13]([CH2:14][CH:15]([CH3:17])[CH3:16])[C:12]([CH2:18][CH2:19][CH2:20][CH3:21])=[N:11][C:10]=1[C:22]#[N:23], predict the reactants needed to synthesize it.